Dataset: Catalyst prediction with 721,799 reactions and 888 catalyst types from USPTO. Task: Predict which catalyst facilitates the given reaction. Reactant: O=[C:2]([CH:4]=[C:5]([CH3:7])[CH3:6])[CH3:3].[OH2:8].O.O.O.O.O.O.O.[OH-].[Ba+2].[OH-].O[CH2:20][CH2:21][C:22](=O)[CH3:23]. Product: [CH3:23][C:22]1[CH2:3][CH2:2][C:4](=[C:5]([CH3:7])[CH3:6])[C:20](=[O:8])[CH:21]=1. The catalyst class is: 572.